Dataset: Retrosynthesis with 50K atom-mapped reactions and 10 reaction types from USPTO. Task: Predict the reactants needed to synthesize the given product. (1) The reactants are: COc1ccc(COC2CC(C)(C)Cc3nc(C4CCN(c5ncccn5)CC4)c(C(F)c4ccc(C(F)(F)F)cc4)c(C4CCC(F)(F)CC4)c32)cc1. Given the product CC1(C)Cc2nc(C3CCN(c4ncccn4)CC3)c(C(F)c3ccc(C(F)(F)F)cc3)c(C3CCC(F)(F)CC3)c2C(O)C1, predict the reactants needed to synthesize it. (2) Given the product N[C@@H]1CCC[C@H](CO)C1, predict the reactants needed to synthesize it. The reactants are: N[C@@H]1CCC[C@H](C(=O)O)C1. (3) Given the product CC(C)(C)OC(=O)N1CCC(CCCC(=O)c2ncco2)CC1, predict the reactants needed to synthesize it. The reactants are: CC(C)(C)OC(=O)N1CCC(CCCC(=O)Cl)CC1.c1cocn1. (4) Given the product COc1ccc(CCC(O)c2cccc(OCC(=O)OC(C)(C)C)c2)cc1OC, predict the reactants needed to synthesize it. The reactants are: COc1ccc(CCC(=O)c2cccc(OCC(=O)OC(C)(C)C)c2)cc1OC. (5) Given the product O=C1CCCC(=NNc2ccc(Br)cc2)C1, predict the reactants needed to synthesize it. The reactants are: NNc1ccc(Br)cc1.O=C1CCCC(=O)C1. (6) Given the product CC#CCOc1cc(Oc2ccc(F)c(C(F)(F)F)c2)ncn1, predict the reactants needed to synthesize it. The reactants are: CC#CCOc1cc(Cl)ncn1.Oc1ccc(F)c(C(F)(F)F)c1.